This data is from Full USPTO retrosynthesis dataset with 1.9M reactions from patents (1976-2016). The task is: Predict the reactants needed to synthesize the given product. Given the product [Cl:20][C:17]1[CH:18]=[CH:19][C:14]([C:11]2[C:10]3[CH:21]=[CH:22][C:7]([O:6][CH2:5][CH2:4][CH2:3][CH2:2][N:25]([CH2:23][CH3:24])[CH2:26][CH2:27][OH:28])=[CH:8][C:9]=3[S:13][N:12]=2)=[CH:15][CH:16]=1, predict the reactants needed to synthesize it. The reactants are: Br[CH2:2][CH2:3][CH2:4][CH2:5][O:6][C:7]1[CH:22]=[CH:21][C:10]2[C:11]([C:14]3[CH:19]=[CH:18][C:17]([Cl:20])=[CH:16][CH:15]=3)=[N:12][S:13][C:9]=2[CH:8]=1.[CH2:23]([NH:25][CH2:26][CH2:27][OH:28])[CH3:24].